Dataset: Full USPTO retrosynthesis dataset with 1.9M reactions from patents (1976-2016). Task: Predict the reactants needed to synthesize the given product. Given the product [F:12][C:13]1[CH:14]=[C:15]([S:21]([NH:1][C:2]2[CH:3]=[CH:4][C:5]3[CH2:9][O:8][B:7]([OH:10])[C:6]=3[CH:11]=2)(=[O:23])=[O:22])[CH:16]=[CH:17][C:18]=1[O:19][CH3:20], predict the reactants needed to synthesize it. The reactants are: [NH2:1][C:2]1[CH:3]=[CH:4][C:5]2[CH2:9][O:8][B:7]([OH:10])[C:6]=2[CH:11]=1.[F:12][C:13]1[CH:14]=[C:15]([S:21](Cl)(=[O:23])=[O:22])[CH:16]=[CH:17][C:18]=1[O:19][CH3:20].